Dataset: CYP2C19 inhibition data for predicting drug metabolism from PubChem BioAssay. Task: Regression/Classification. Given a drug SMILES string, predict its absorption, distribution, metabolism, or excretion properties. Task type varies by dataset: regression for continuous measurements (e.g., permeability, clearance, half-life) or binary classification for categorical outcomes (e.g., BBB penetration, CYP inhibition). Dataset: cyp2c19_veith. (1) The drug is Cn1cc(C(F)(F)F)nc1-c1ccc(OC[C@@H](O)CNCCOc2ccc(O)c(C(N)=O)c2)cc1. The result is 0 (non-inhibitor). (2) The drug is COC(=O)c1sccc1NC(=O)CSc1ccccc1NS(=O)(=O)c1ccc(Cl)cc1. The result is 1 (inhibitor). (3) The result is 1 (inhibitor). The compound is CCc1cc2c(Sc3nc4ccccc4s3)ncnc2s1. (4) The molecule is COc1ccc(-c2cc(-c3c(O)c(OC)c4occc4c3OC)[nH]n2)cc1OC. The result is 1 (inhibitor). (5) The drug is CC(=O)OCC(=O)[C@@H]1CC[C@H]2[C@H]3CC[C@H]4C[C@@H](O)CC[C@]4(C)[C@@H]3C(=O)C[C@]21C. The result is 0 (non-inhibitor). (6) The drug is CCCCC(=O)Nc1ccc(C(=O)NNC(=O)CCc2ccccc2)cc1. The result is 0 (non-inhibitor). (7) The compound is O=C(Oc1ccccc1)N1CCC2(CC1)CN(c1ccncc1)C2. The result is 1 (inhibitor).